Dataset: Reaction yield outcomes from USPTO patents with 853,638 reactions. Task: Predict the reaction yield, written as a fraction of the theoretical maximum amount of product (1.0 means a 100% yield; for example, 0.34 means a 34% yield). (1) The reactants are [NH2:1][C:2]1[C:6]([C:7]2[CH:12]=[CH:11][CH:10]=[CH:9][CH:8]=2)=[CH:5][S:4][C:3]=1[C:13]([O:15]C)=O.[CH:17](OCC)(OCC)OCC.[NH2:27][C:28]1[CH:33]=[CH:32][CH:31]=[CH:30][CH:29]=1.C(O)(=O)C. The catalyst is CCOC(C)=O.C(OCC)C. The product is [C:28]1([N:27]2[C:13](=[O:15])[C:3]3[S:4][CH:5]=[C:6]([C:7]4[CH:8]=[CH:9][CH:10]=[CH:11][CH:12]=4)[C:2]=3[N:1]=[CH:17]2)[CH:33]=[CH:32][CH:31]=[CH:30][CH:29]=1. The yield is 0.330. (2) The reactants are [Cl:1][C:2]1[CH:11]=[CH:10][CH:9]=[C:8]2[C:3]=1[C:4](=[O:21])[N:5]([C:14]1[CH:19]=[CH:18][CH:17]=[CH:16][C:15]=1[F:20])[C:6]([CH2:12]Cl)=[N:7]2.[N:22]1[C:30]([NH2:31])=[C:29]2[C:25]([N:26]=[CH:27][NH:28]2)=[N:24][CH:23]=1.C([O-])([O-])=O.[K+].[K+]. The catalyst is CN(C=O)C. The product is [NH2:31][C:30]1[N:22]=[CH:23][N:24]=[C:25]2[C:29]=1[N:28]=[CH:27][N:26]2[CH2:12][C:6]1[N:5]([C:14]2[CH:19]=[CH:18][CH:17]=[CH:16][C:15]=2[F:20])[C:4](=[O:21])[C:3]2[C:8](=[CH:9][CH:10]=[CH:11][C:2]=2[Cl:1])[N:7]=1. The yield is 0.500. (3) The reactants are [Cl:1][C:2]1[CH:7]=[CH:6][C:5]([C@@:8]23[O:15][C@@:12]([CH2:16][OH:17])([CH2:13][O:14]2)[C@@H:11]([OH:18])[C@H:10]([OH:19])[C@H:9]3[OH:20])=[CH:4][C:3]=1[CH2:21][C:22]1[CH:27]=[CH:26][C:25]([O:28][CH2:29][CH3:30])=[CH:24][CH:23]=1.[C:31](Cl)(=[O:33])[CH3:32].CO. The catalyst is N1C(C)=CC(C)=CC=1C. The product is [Cl:1][C:2]1[CH:7]=[CH:6][C:5]([C@@:8]23[O:15][C@@:12]([CH2:16][O:17][C:31](=[O:33])[CH3:32])([CH2:13][O:14]2)[C@@H:11]([OH:18])[C@H:10]([OH:19])[C@H:9]3[OH:20])=[CH:4][C:3]=1[CH2:21][C:22]1[CH:23]=[CH:24][C:25]([O:28][CH2:29][CH3:30])=[CH:26][CH:27]=1. The yield is 0.870. (4) The reactants are [CH3:1][N:2]1[C:7]2[CH:8]=[C:9]([C:11]3[CH:12]=[N:13][NH:14][CH:15]=3)[S:10][C:6]=2[C:5](=[O:16])[NH:4]C1(C)C.[ClH:19]. The catalyst is CO. The product is [ClH:19].[ClH:19].[CH3:1][NH:2][C:7]1[CH:8]=[C:9]([C:11]2[CH:15]=[N:14][NH:13][CH:12]=2)[S:10][C:6]=1[C:5]([NH2:4])=[O:16]. The yield is 0.990. (5) The reactants are Br[C:2]1[CH:10]=[C:9]2[C:5]([C:6]([C:11]#[N:12])=[CH:7][NH:8]2)=[CH:4][CH:3]=1.[C:13]([O-:16])(=[O:15])C.[Na+].ClCCl.[CH2:21](O)[CH3:22]. The catalyst is C1C=CC(P(C2C=CC=CC=2)[C-]2C=CC=C2)=CC=1.C1C=CC(P(C2C=CC=CC=2)[C-]2C=CC=C2)=CC=1.Cl[Pd]Cl.[Fe+2]. The product is [CH2:21]([O:16][C:13]([C:2]1[CH:10]=[C:9]2[C:5]([C:6]([C:11]#[N:12])=[CH:7][NH:8]2)=[CH:4][CH:3]=1)=[O:15])[CH3:22]. The yield is 0.450.